This data is from Catalyst prediction with 721,799 reactions and 888 catalyst types from USPTO. The task is: Predict which catalyst facilitates the given reaction. (1) Reactant: [NH2:1][C@H:2]([CH2:7][OH:8])[CH2:3][CH:4]([CH3:6])[CH3:5].CS(O)(=O)=O.P(O[CH:17]([C:18]1[CH:23]=[CH:22][CH:21]=[CH:20][CH:19]=1)[C:24]1[CH:29]=[CH:28][CH:27]=[CH:26][CH:25]=1)(O[CH:17]([C:18]1[CH:23]=[CH:22][CH:21]=[CH:20][CH:19]=1)[C:24]1[CH:29]=[CH:28][CH:27]=[CH:26][CH:25]=1)(O[CH:17]([C:24]1[CH:29]=[CH:28][CH:27]=[CH:26][CH:25]=1)[C:18]1[CH:23]=[CH:22][CH:21]=[CH:20][CH:19]=1)=O.C(=O)([O-])[O-].[Na+].[Na+]. Product: [C:18]1([CH:17]([C:24]2[CH:25]=[CH:26][CH:27]=[CH:28][CH:29]=2)[O:8][CH2:7][C@@H:2]([NH2:1])[CH2:3][CH:4]([CH3:6])[CH3:5])[CH:23]=[CH:22][CH:21]=[CH:20][CH:19]=1. The catalyst class is: 11. (2) Reactant: [NH2:1][C:2]1[NH:3][C:4](=[O:27])[C:5]2[S:10][C:9](=[O:11])[N:8]([C@H:12]3[C@H:16]([OH:17])[CH2:15][C@@H:14]([CH2:18][O:19][Si:20]([C:23]([CH3:26])([CH3:25])[CH3:24])([CH3:22])[CH3:21])[O:13]3)[C:6]=2[N:7]=1.CC(OI1(OC(C)=O)(OC(C)=O)OC(=O)C2C=CC=CC1=2)=O. Product: [NH2:1][C:2]1[NH:3][C:4](=[O:27])[C:5]2[S:10][C:9](=[O:11])[N:8]([C@H:12]3[C:16](=[O:17])[CH2:15][C@@H:14]([CH2:18][O:19][Si:20]([C:23]([CH3:25])([CH3:24])[CH3:26])([CH3:22])[CH3:21])[O:13]3)[C:6]=2[N:7]=1. The catalyst class is: 1. (3) The catalyst class is: 470. Reactant: [CH3:1][O:2][C:3]1[CH:19]=[CH:18][C:6]([CH:7]=[C:8]2[C:17]3[C:12](=[CH:13][CH:14]=[CH:15][CH:16]=3)[C:10](=[O:11])[O:9]2)=[CH:5][CH:4]=1.C(N(CC)CC)C. Product: [CH3:1][O:2][C:3]1[CH:4]=[CH:5][C:6]([CH2:7][CH2:8][C:17]2[CH:16]=[CH:15][CH:14]=[CH:13][C:12]=2[C:10]([OH:11])=[O:9])=[CH:18][CH:19]=1. (4) Reactant: [CH3:1][N:2]([C:10]([O:12][C:13]([CH3:16])([CH3:15])[CH3:14])=[O:11])[O:3][CH2:4][CH2:5][O:6][CH2:7][CH2:8][OH:9].C(N(CC)CC)C.[C:24]1([CH3:34])[CH:29]=[CH:28][C:27]([S:30](Cl)(=[O:32])=[O:31])=[CH:26][CH:25]=1.CCCCCC.C(OC(=O)C)C. Product: [CH3:1][N:2]([C:10]([O:12][C:13]([CH3:16])([CH3:15])[CH3:14])=[O:11])[O:3][CH2:4][CH2:5][O:6][CH2:7][CH2:8][O:9][S:30]([C:27]1[CH:28]=[CH:29][C:24]([CH3:34])=[CH:25][CH:26]=1)(=[O:32])=[O:31]. The catalyst class is: 2. (5) Reactant: [NH2:1][C:2]1[N:7]=[CH:6][C:5]([C:8]2[CH:9]=[N:10][C:11]([O:14]C)=[CH:12][CH:13]=2)=[C:4]([CH2:16][CH3:17])[C:3]=1[C:18]1[CH:23]=[CH:22][C:21]([OH:24])=[CH:20][CH:19]=1. Product: [NH2:1][C:2]1[N:7]=[CH:6][C:5]([C:8]2[CH:13]=[CH:12][C:11](=[O:14])[NH:10][CH:9]=2)=[C:4]([CH2:16][CH3:17])[C:3]=1[C:18]1[CH:19]=[CH:20][C:21]([OH:24])=[CH:22][CH:23]=1. The catalyst class is: 844. (6) Reactant: CCN=C=NCCCN(C)C.[Cl:12][C:13]1[CH:34]=[CH:33][C:16]([C:17]([N:19]([CH3:32])[C:20]2[CH:31]=[CH:30][CH:29]=[CH:28][C:21]=2[O:22][CH2:23][CH2:24][C:25](O)=[O:26])=[O:18])=[CH:15][C:14]=1[C:35]1[CH:36]=[N:37][C:38]([C:43]([F:46])([F:45])[F:44])=[CH:39][C:40]=1[C:41]#[N:42].[C:47]([O:51][C:52]([CH3:55])([CH3:54])[CH3:53])(=[O:50])[NH:48][NH2:49].C1C=CC2N(O)N=NC=2C=1.C([O-])([O-])=O.[Na+].[Na+]. Product: [C:52]([O:51][C:47]([NH:48][NH:49][C:25](=[O:26])[CH2:24][CH2:23][O:22][C:21]1[CH:28]=[CH:29][CH:30]=[CH:31][C:20]=1[N:19]([C:17](=[O:18])[C:16]1[CH:33]=[CH:34][C:13]([Cl:12])=[C:14]([C:35]2[CH:36]=[N:37][C:38]([C:43]([F:44])([F:46])[F:45])=[CH:39][C:40]=2[C:41]#[N:42])[CH:15]=1)[CH3:32])=[O:50])([CH3:55])([CH3:54])[CH3:53]. The catalyst class is: 174. (7) Reactant: [N:1]1[CH:6]=[CH:5][CH:4]=[C:3]([CH2:7][CH2:8]/[CH:9]=[C:10]2\OC[C:13]3[C:18]\2=[CH:17][CH:16]=[CH:15][CH:14]=3)[CH:2]=1.[OH2:19].[NH2:20][NH2:21].[CH2:22]1COCC1. Product: [N:1]1[CH:6]=[CH:5][CH:4]=[C:3]([CH:7]([CH3:22])[CH2:8][C:9]2[C:10]3[C:18](=[CH:17][CH:16]=[CH:15][CH:14]=3)[C:13](=[O:19])[NH:21][N:20]=2)[CH:2]=1. The catalyst class is: 25. (8) Reactant: CN(C(ON1N=NC2C=CC=NC1=2)=[N+](C)C)C.F[P-](F)(F)(F)(F)F.[NH2:25][C:26]1[C:27]([C:36]([OH:38])=O)=[CH:28][C:29]2[C:34]([CH:35]=1)=[CH:33][CH:32]=[CH:31][CH:30]=2.[CH3:39][CH:40]([O:42][C@@H:43]([CH3:50])[C@@H:44]([C:46]([O:48][CH3:49])=[O:47])[NH2:45])[CH3:41].C(N(C(C)C)CC)(C)C. Product: [NH2:25][C:26]1[C:27]([C:36]([NH:45][C@H:44]([C:46]([O:48][CH3:49])=[O:47])[C@@H:43]([CH3:50])[O:42][CH:40]([CH3:41])[CH3:39])=[O:38])=[CH:28][C:29]2[C:34]([CH:35]=1)=[CH:33][CH:32]=[CH:31][CH:30]=2. The catalyst class is: 3. (9) Reactant: [N:1]1([C:12]([O:14][C:15]([CH3:18])([CH3:17])[CH3:16])=[O:13])[CH2:11][CH2:10][CH2:9][C@H:2]1[C:3](N(OC)C)=[O:4].OS([O-])(=O)=O.[K+]. Product: [C:12]([N:1]1[CH2:11][CH2:10][CH2:9][C@H:2]1[CH:3]=[O:4])([O:14][C:15]([CH3:18])([CH3:17])[CH3:16])=[O:13]. The catalyst class is: 28.